Regression/Classification. Given an antibody's heavy chain and light chain sequences, predict its developability. TAP uses regression for 5 developability metrics; SAbDab uses binary classification. From a dataset of Antibody developability classification from SAbDab with 2,409 antibodies. (1) The antibody is ['QVQLVQSGAEVKKPGASVKVSCKASGYTFTGYYMHWVRQAPGQGLEWMGWINPNSGGTNYAQKFQGWVTMTRDTSISTAYMELSRLRSDDTAVYYCARGGLEPRSVDYYYYGMDVWGQGTTVTVSS', 'QSVLTQPPSVSVAPGQTARITCGGNNIGSKSVHWYQQKPGQAPVLVVYDDSDRPSGIPERFSGSNSGNTATLTISRVEAGDEADYYCQVWDSSSDHVVFGGGTKLTVL']. Result: 0 (not developable). (2) The antibody is ['EVQLVESGGGLVQPGGSLRLSCAASGFTFSSYAMDWVRQAPGKGLEWVSAITMSGITAYYTDDVKGRFTISRDNSKNTLYLQMNSLRAEDTAVYYCAKEEFLPGTHYFYGMDVWGQGTTVTVSS', 'AIQMTQSPSSLSASVGDRVTITCRASQGIRNDLGWYQQKPGKAPKLLIYSASTLQSGVPSRFSGSGSGTDFTLTISSLQPEDFATYYCLQDYNYPWTFGQGTKVEIK']. Result: 0 (not developable). (3) The antibody is ['EVQLQQSGPELVKPGSSVKISCKASRNTFTDYNLDWVKQSHGKTLEWIGNVYPNNGVTGYNQKFRGKATLTVDKSSSTAYMELHSLTSEDSAVYYCALYYYDVSYWGQGTLVTVSS', 'QIVLTQSPAIMSASPGEKVTMTCSASSSVSYMHWYQQKSGTSPKRWIYDTSKLASGVPARFSGSGSGTSYSLTISSMEAEDAATYFCHQWRSNPYTFGGGTKLEIK']. Result: 1 (developable). (4) The antibody is ['QVQLVESGGGVVQPGRSLRLSCAASGFTFSNYGMHWVRQAPGEGLEWVAAIWFDASDKYYADAVKGRFTISRDNSKNTLYLQMNSLRAEDTAVYYCARDQAIFGVVPDYWGQGTLVTVSS', 'EIVMTQSPATLSVSPGERATLSCRASQSVSSNLAWYQQKPGQAPRLLIYGAATRATGIPARVSGSGSGTEFTLTISSLQSEDFAVYYCQQYNNWPLTFGGGTKVEIK']. Result: 0 (not developable). (5) The antibody is ['QVQLKQSGPGLVQPSQSLSITCTVSGFSLTNYGVHWVRQSPGKGLEWLGVIWSGGNTDYNTPFTSRLSINKDNSKSQVFFKMNSLQSNDTAIYYCARALTYYDYEFAYWGQGTLVTVSA', 'PROT_D746F282']. Result: 0 (not developable). (6) The antibody is ['ESVEESGGRLVTPGTPLTLTCTVSGFSLSSYPMNWVRQAPGKGLEWIGGIGTSGNIWYASWAKGRFIISRASSTTVDLKVTSPTTEDTATYFCARGLYNDYTVWGPGTLVTVSS', 'EVLTQTPSSVSAAVGGTVTINCQASQSVYNKNYLAWYQQKPGQPPKRLIYSASTLASGVSSRFKGSGSGTQFTLTISDVQCDDVATYYCLGSYDCNRAECHAFGGGTKVVVE']. Result: 1 (developable).